This data is from Full USPTO retrosynthesis dataset with 1.9M reactions from patents (1976-2016). The task is: Predict the reactants needed to synthesize the given product. (1) Given the product [NH2:39][C:34]1[CH:35]=[CH:36][CH:37]=[CH:38][C:33]=1[NH:40][C:28]([C:27]1[CH:31]=[CH:32][C:24]([CH2:23][NH:22][C:20]([C:10]2[NH:11][C:12]([C:14]3[CH:19]=[CH:18][CH:17]=[CH:16][CH:15]=3)=[CH:13][C:9]=2[C:6]2[CH:5]=[CH:4][C:3]([O:2][CH3:1])=[CH:8][CH:7]=2)=[O:21])=[CH:25][CH:26]=1)=[O:30], predict the reactants needed to synthesize it. The reactants are: [CH3:1][O:2][C:3]1[CH:8]=[CH:7][C:6]([C:9]2[CH:13]=[C:12]([C:14]3[CH:19]=[CH:18][CH:17]=[CH:16][CH:15]=3)[NH:11][C:10]=2[C:20]([NH:22][CH2:23][C:24]2[CH:32]=[CH:31][C:27]([C:28]([OH:30])=O)=[CH:26][CH:25]=2)=[O:21])=[CH:5][CH:4]=1.[C:33]1([NH2:40])[CH:38]=[CH:37][CH:36]=[CH:35][C:34]=1[NH2:39].C(N(CC)CC)C.ON1C2C=CC=CC=2N=N1.Cl.CN(C)CCCN=C=NCC. (2) The reactants are: Cl[C:2]1[S:3][C:4]2[CH:10]=[C:9]([N+:11]([O-:13])=[O:12])[CH:8]=[CH:7][C:5]=2[N:6]=1.[CH2:14]([O:16][C:17]1[CH:23]=[CH:22][C:20]([NH2:21])=[CH:19][CH:18]=1)[CH3:15]. Given the product [CH2:14]([O:16][C:17]1[CH:23]=[CH:22][C:20]([NH:21][C:2]2[S:3][C:4]3[CH:10]=[C:9]([N+:11]([O-:13])=[O:12])[CH:8]=[CH:7][C:5]=3[N:6]=2)=[CH:19][CH:18]=1)[CH3:15], predict the reactants needed to synthesize it. (3) Given the product [O:20]1[CH2:21][CH2:22][NH:23][C:24]2[N:25]=[CH:26][C:17]([C:3]3[CH:4]=[CH:5][C:6]([C:8]4[C:29]([S:34]([NH:37][C@H:38]([CH3:41])[CH2:39][OH:40])(=[O:35])=[O:36])=[CH:28][CH:33]=[CH:32][CH:31]=4)=[CH:7][C:2]=3[F:1])=[CH:18][C:19]1=2, predict the reactants needed to synthesize it. The reactants are: [F:1][C:2]1[CH:7]=[C:6]([CH:8]2OC(C)(C)C(C)(C)O2)[CH:5]=[CH:4][C:3]=1[C:17]1[CH:26]=[N:25][C:24]2[NH:23][CH2:22][CH2:21][O:20][C:19]=2[CH:18]=1.Br[C:28]1[CH:33]=[CH:32][CH:31]=C[C:29]=1[S:34]([NH:37][C@H:38]([CH3:41])[CH2:39][OH:40])(=[O:36])=[O:35]. (4) Given the product [CH2:20]([O:19][C:17](=[O:18])[CH2:16][N:7]([C:5]1[S:4][C:3]([C:11]#[N:12])=[C:2]([Br:1])[CH:6]=1)[CH2:8][CH2:9][CH3:10])[CH3:21], predict the reactants needed to synthesize it. The reactants are: [Br:1][C:2]1[CH:6]=[C:5]([NH:7][CH2:8][CH2:9][CH3:10])[S:4][C:3]=1[C:11]#[N:12].[H-].[Na+].Br[CH2:16][C:17]([O:19][CH2:20][CH3:21])=[O:18].O. (5) Given the product [NH2:23][C:21]1[N:20]=[CH:19][N:18]=[C:17]2[N:16]([C:25]3[CH:32]=[CH:31][C:28]([CH:29]=[O:30])=[CH:27][CH:26]=3)[N:15]=[C:14]([C:11]3[CH:12]=[CH:13][C:8]([O:1][C:2]4[CH:7]=[CH:6][CH:5]=[CH:4][CH:3]=4)=[CH:9][CH:10]=3)[C:22]=12, predict the reactants needed to synthesize it. The reactants are: [O:1]([C:8]1[CH:13]=[CH:12][C:11]([C:14]2[C:22]3[C:17](=[N:18][CH:19]=[N:20][C:21]=3[NH2:23])[NH:16][N:15]=2)=[CH:10][CH:9]=1)[C:2]1[CH:7]=[CH:6][CH:5]=[CH:4][CH:3]=1.F[C:25]1[CH:32]=[CH:31][C:28]([CH:29]=[O:30])=[CH:27][CH:26]=1.C(=O)([O-])[O-].[Cs+].[Cs+]. (6) Given the product [CH3:29][O:28][N:27]([CH3:26])[C:3]([C:5]1[C:10]2[S:11][C:12]([CH3:15])=[C:13]([Br:14])[C:9]=2[CH:8]=[CH:7][CH:6]=1)=[O:4], predict the reactants needed to synthesize it. The reactants are: CO[C:3]([C:5]1[C:10]2[S:11][C:12]([CH3:15])=[C:13]([Br:14])[C:9]=2[CH:8]=[CH:7][CH:6]=1)=[O:4].[OH-].[Na+].Cl.C(Cl)(=O)C(Cl)=O.Cl.[CH3:26][NH:27][O:28][CH3:29].CCN(CC)CC. (7) The reactants are: [NH2:1][C:2]1[N:3]=[C:4]([Cl:21])[C:5]2[C:10]([CH3:11])=[CH:9][N:8]([C@@H:12]3[O:18][C@H:17]([CH2:19][OH:20])[C@@H:15]([OH:16])[C@H:13]3[OH:14])[C:6]=2[N:7]=1.[CH3:22]N(C=O)C. Given the product [NH2:1][C:2]1[N:3]=[C:4]([Cl:21])[C:5]2[C:10]([CH3:11])=[CH:9][N:8]([C@@H:12]3[O:18][C@H:17]([CH2:19][OH:20])[C@@H:15]([OH:16])[C@H:13]3[O:14][CH3:22])[C:6]=2[N:7]=1, predict the reactants needed to synthesize it. (8) Given the product [CH3:1][C@@:2]1([C:18]([F:21])([F:19])[F:20])[CH2:17][N:5]2[C:6](=[O:16])[CH:7]=[C:8]([N:10]3[CH2:11][CH2:12][O:13][CH2:14][CH2:15]3)[N:9]=[C:4]2[N:3]1[C:27]([C:26]1[CH:30]=[CH:31][CH:32]=[CH:33][C:25]=1[CH3:24])=[O:28], predict the reactants needed to synthesize it. The reactants are: [CH3:1][C@@:2]1([C:18]([F:21])([F:20])[F:19])[CH2:17][N:5]2[C:6](=[O:16])[CH:7]=[C:8]([N:10]3[CH2:15][CH2:14][O:13][CH2:12][CH2:11]3)[N:9]=[C:4]2[NH:3]1.[H-].[Na+].[CH3:24][C:25]1[CH:33]=[CH:32][CH:31]=[CH:30][C:26]=1[C:27](Cl)=[O:28]. (9) Given the product [CH2:1]([S:21][CH:22]([CH2:28][CH3:29])[C:23]([OH:25])=[O:24])[CH2:2][CH2:3][CH2:4]/[CH:5]=[CH:6]\[CH2:7]/[CH:8]=[CH:9]\[CH2:10]/[CH:11]=[CH:12]\[CH2:13]/[CH:14]=[CH:15]\[CH2:16]/[CH:17]=[CH:18]\[CH2:19][CH3:20], predict the reactants needed to synthesize it. The reactants are: [CH2:1]([S:21][CH:22]([CH2:28][CH3:29])[C:23]([O:25]CC)=[O:24])[CH2:2][CH2:3][CH2:4]/[CH:5]=[CH:6]\[CH2:7]/[CH:8]=[CH:9]\[CH2:10]/[CH:11]=[CH:12]\[CH2:13]/[CH:14]=[CH:15]\[CH2:16]/[CH:17]=[CH:18]\[CH2:19][CH3:20].[Li+].[OH-].Cl. (10) The reactants are: C([O:5][C:6](=[O:39])[CH2:7][N:8]1[C:16]2[C:11](=[CH:12][C:13]([F:17])=[CH:14][CH:15]=2)[C:10]([C:18]2[C:23]3[CH:24]=[CH:25][CH:26]=[CH:27][C:22]=3[S:21](=[O:29])(=[O:28])[N:20]([CH2:30][C:31]3[C:32]([CH3:37])=[N:33][O:34][C:35]=3[CH3:36])[N:19]=2)=[C:9]1[CH3:38])(C)(C)C.C(O)(C(F)(F)F)=O. Given the product [CH3:37][C:32]1[C:31]([CH2:30][N:20]2[N:19]=[C:18]([C:10]3[C:11]4[C:16](=[CH:15][CH:14]=[C:13]([F:17])[CH:12]=4)[N:8]([CH2:7][C:6]([OH:39])=[O:5])[C:9]=3[CH3:38])[C:23]3[CH:24]=[CH:25][CH:26]=[CH:27][C:22]=3[S:21]2(=[O:29])=[O:28])=[C:35]([CH3:36])[O:34][N:33]=1, predict the reactants needed to synthesize it.